Dataset: Catalyst prediction with 721,799 reactions and 888 catalyst types from USPTO. Task: Predict which catalyst facilitates the given reaction. Reactant: [C:1]([O:5][C:6](=[O:22])[NH:7][C:8]1([C:11]2O[C:13]([C:16]3[CH:17]=[N:18][N:19]([CH3:21])[CH:20]=3)=[CH:14][CH:15]=2)[CH2:10][CH2:9]1)([CH3:4])([CH3:3])[CH3:2].BrN1C(=O)CCC1=O.[NH2:31][NH2:32]. Product: [C:1]([O:5][C:6](=[O:22])[NH:7][C:8]1([C:11]2[N:31]=[N:32][C:13]([C:16]3[CH:17]=[N:18][N:19]([CH3:21])[CH:20]=3)=[CH:14][CH:15]=2)[CH2:10][CH2:9]1)([CH3:4])([CH3:3])[CH3:2]. The catalyst class is: 20.